Dataset: Catalyst prediction with 721,799 reactions and 888 catalyst types from USPTO. Task: Predict which catalyst facilitates the given reaction. (1) Reactant: [N+:1]([C:4]1[CH:9]=[CH:8][C:7]([N:10]2[CH2:15][CH2:14][CH2:13][CH2:12][CH2:11]2)=[CH:6][C:5]=1[C:16]1[CH:17]=[C:18]([CH:23]=[CH:24][N:25]=1)[C:19]([O:21]C)=[O:20])([O-:3])=[O:2].O.[OH-].[Li+]. Product: [N+:1]([C:4]1[CH:9]=[CH:8][C:7]([N:10]2[CH2:15][CH2:14][CH2:13][CH2:12][CH2:11]2)=[CH:6][C:5]=1[C:16]1[CH:17]=[C:18]([CH:23]=[CH:24][N:25]=1)[C:19]([OH:21])=[O:20])([O-:3])=[O:2]. The catalyst class is: 30. (2) Reactant: [C:1](Cl)(=[O:5])[C:2](Cl)=[O:3].[CH2:7]1[CH2:20][CH2:19][CH2:18][CH2:17][CH2:16][NH:15][C:13](=[O:14])[CH2:12][CH2:11][CH2:10][CH2:9][CH2:8]1. Product: [O:14]1[C:13]2=[CH:12][CH2:11][CH2:10][CH2:9][CH2:8][CH2:7][CH2:20][CH2:19][CH2:18][CH2:17][CH2:16][N:15]2[C:2](=[O:3])[C:1]1=[O:5]. The catalyst class is: 11. (3) Reactant: [Br:1][C:2]1[CH:10]=[C:9]2[C:5]([CH2:6][C:7](=[O:11])[NH:8]2)=[CH:4][CH:3]=1.[C:12](O[C:12]([O:14][C:15]([CH3:18])([CH3:17])[CH3:16])=[O:13])([O:14][C:15]([CH3:18])([CH3:17])[CH3:16])=[O:13].C([O-])(O)=O.[Na+].O. Product: [Br:1][C:2]1[CH:10]=[C:9]2[C:5]([CH2:6][C:7](=[O:11])[N:8]2[C:12]([O:14][C:15]([CH3:18])([CH3:17])[CH3:16])=[O:13])=[CH:4][CH:3]=1. The catalyst class is: 1. (4) Reactant: C(O[C:4]([C:6]1[N:11]=[CH:10][C:9]([C:12]([OH:14])=[O:13])=[CH:8][CH:7]=1)=[O:5])C.[CH3:15][CH:16]([CH3:20])[C:17](=[O:19])[CH3:18].[H-].[Na+]. Product: [CH3:15][CH:16]([CH3:20])[C:17](=[O:19])[CH2:18][C:4]([C:6]1[N:11]=[CH:10][C:9]([C:12]([OH:14])=[O:13])=[CH:8][CH:7]=1)=[O:5]. The catalyst class is: 3. (5) Reactant: CS(C)=[O:3].C([O-])([O-])=O.[K+].[K+].[C:11]([C:13]1[CH:18]=[CH:17][C:16]([S:19]([N:22]2[CH2:31][CH2:30][C:29]3[C:24](=[CH:25][C:26]([O:32][CH2:33][CH2:34][CH2:35][N:36]4[CH2:41][CH2:40][CH2:39][CH2:38][CH2:37]4)=[CH:27][CH:28]=3)[CH2:23]2)(=[O:21])=[O:20])=[CH:15][CH:14]=1)#[N:12].OO. Product: [N:36]1([CH2:35][CH2:34][CH2:33][O:32][C:26]2[CH:25]=[C:24]3[C:29]([CH2:30][CH2:31][N:22]([S:19]([C:16]4[CH:17]=[CH:18][C:13]([C:11]([NH2:12])=[O:3])=[CH:14][CH:15]=4)(=[O:20])=[O:21])[CH2:23]3)=[CH:28][CH:27]=2)[CH2:41][CH2:40][CH2:39][CH2:38][CH2:37]1. The catalyst class is: 24. (6) Reactant: [F:1][C:2]1[CH:29]=[C:28]([CH:30]=[O:31])[CH:27]=[CH:26][C:3]=1[CH2:4][O:5][C:6]1[CH:7]=[N:8][C:9]([N:12]2[CH2:17][CH2:16][N:15]([C:18]([O:20][C:21]([CH3:24])([CH3:23])[CH3:22])=[O:19])[CH2:14][C@H:13]2[CH3:25])=[N:10][CH:11]=1.[BH4-].[Na+].[NH4+].[Cl-]. Product: [F:1][C:2]1[CH:29]=[C:28]([CH2:30][OH:31])[CH:27]=[CH:26][C:3]=1[CH2:4][O:5][C:6]1[CH:7]=[N:8][C:9]([N:12]2[CH2:17][CH2:16][N:15]([C:18]([O:20][C:21]([CH3:24])([CH3:23])[CH3:22])=[O:19])[CH2:14][C@H:13]2[CH3:25])=[N:10][CH:11]=1. The catalyst class is: 653. (7) Reactant: [C:1]([NH:4][CH2:5][CH2:6][NH2:7])(=[O:3])[CH3:2].[Cl:8][C:9]1[N:14]=[C:13](Cl)[C:12]([C:16]([F:19])([F:18])[F:17])=[CH:11][N:10]=1.C(=O)([O-])[O-].[K+].[K+]. Product: [Cl:8][C:9]1[N:10]=[C:11]([NH:7][CH2:6][CH2:5][NH:4][C:1](=[O:3])[CH3:2])[C:12]([C:16]([F:19])([F:17])[F:18])=[CH:13][N:14]=1. The catalyst class is: 12.